This data is from Experimentally validated miRNA-target interactions with 360,000+ pairs, plus equal number of negative samples. The task is: Binary Classification. Given a miRNA mature sequence and a target amino acid sequence, predict their likelihood of interaction. (1) The miRNA is hsa-miR-4510 with sequence UGAGGGAGUAGGAUGUAUGGUU. The protein sequence of the target gene is MVLLLVILIPVLVSSAGTSAHYEMLGTCRMVCDPYGGTKAPSTAATPDRGLMQSLPTFIQGPKGEAGRPGKAGPRGPPGEPGPPGPVGPPGEKGEPGRQGLPGPPGAPGLNAAGAISAATYSTVPKIAFYAGLKRQHEGYEVLKFDDVVTNLGNHYDPTTGKFTCSIPGIYFFTYHVLMRGGDGTSMWADLCKNNQVRASAIAQDADQNYDYASNSVVLHLEPGDEVYIKLDGGKAHGGNNNKYSTFSGFIIYAD. Result: 0 (no interaction). (2) The miRNA is hsa-miR-4308 with sequence UCCCUGGAGUUUCUUCUU. The protein sequence of the target gene is MANVSKKVSWSGRDRDDEEAAPLLRRTARPGGGTPLLNGAGPGAARQSPRSALFRVGHMSSVELDDELLDPDMDPPHPFPKEIPHNEKLLSLKYESLDYDNSENQLFLEEERRINHTAFRTVEIKRWVICALIGILTGLVACFIDIVVENLAGLKYRVIKGNIDKFTEKGGLSFSLLLWATLNAAFVLVGSVIVAFIEPVAAGSGIPQIKCFLNGVKIPHVVRLKTLVIKVSGVILSVVGGLAVGKEGPMIHSGSVIAAGISQGRSTSLKRDFKIFEYFRRDTEKRDFVSAGAAAGVSAA.... Result: 1 (interaction). (3) The miRNA is cel-miR-1022-5p with sequence AAGAUCAUUGUUAGGACGCCAUC. The protein sequence of the target gene is MKEPDAIKLFVGQIPRHLEEKDLKPIFEQFGRIFELTVIKDKYTGLHKGCAFLTYCARDSALKAQSALHEQKTLPGMNRPIQVKPADSESRGEDRKLFVGMLGKQQTDEDVRKMFEPFGTIDECTVLRGPDGTSKGCAFVKFQTHAEAQAAINTLHSSRTLPGASSSLVVKFADTEKERGLRRMQQVATQLGMFSPIALQFGAYSAYTQALMQQQAALVAAHSAYLSPMATMAAVQMQHMAAINANGLIATPITPSSGTSTPPAIAATPVSAIPAALGVNGYSPVPTQPTGQPAPDALYP.... Result: 0 (no interaction). (4) The miRNA is hsa-miR-4437 with sequence UGGGCUCAGGGUACAAAGGUU. The protein sequence of the target gene is MESEEEQHMTTLLCMGFSDPATIRKALRLAKNDINEAVALLTNERPGLDYGGYEPMDSGGGPSPGPGGGPRGDGGGDGGGGGPSRGGSTGGGGGFDPPPAYHEVVDAEKNDENGNCSGEGIEFPTTNLYELESRVLTDHWSIPYKREESLGKCLLASTYLARLGLSESDENCRRFMDRCMPEAFKKLLTSSAVHKWGTEIHEGIYNMLMLLIELVAERIKQDPIPTGLLGVLTMAFNPDNEYHFKNRMKVSQRNWAEVFGEGNMFAVSPVSTFQKEPHGWVVDLVNKFGELGGFAAIQAK.... Result: 0 (no interaction). (5) The miRNA is mmu-miR-30b-3p with sequence CUGGGAUGUGGAUGUUUACGUC. The protein sequence of the target gene is MGPPLKLFKNQKYQELKQECMKDGRLFCDPTFLPENDSLFFNRLLPGKVVWKRPQDISDDPHLIVGNISNHQLIQGRLGNKAMISAFSCLAVQESHWTKAIPNHKDQEWDPRKPEKYAGIFHFRFWHFGEWTEVVIDDLLPTINGDLVFSFSTSMNEFWNALLEKAYAKLLGCYEALDGLTITDIIMDFTGTLAEIIDMQKGRYTDLVEEKYKLFGELYKTFTKGGLICCSIESPSQEEQEVETDWGLLKGYTYTMTDIRKLRLGERLVEVFSTEKLYMVRLRNPLGRQEWSGPWSEISE.... Result: 0 (no interaction). (6) The protein sequence of the target gene is MDEENMTKSEEQQPLSLQKALQQCELVQNMIDLSISNLEGLRTKCAASNDLTQKEIRTLESKLVKYFSRQLSCKKKVALQERNAELDGFPQLRHWFRIVDVRKEVLEEISPDQLSLEDLLEMTDEQVCETVEKYGANQEECARLNASLSCLRNVHKSGGNLSKQDWIIQWPTTEPGQESNPVCPPEPSPWIRTHLSQSPRVQTKCPQHFCPTSPTPGTPVYTQVDRLTVDAYPNLCPPPPPLESGHRSLPPSPRQRHVVRTPPRTPNIVTTVTPPGTPPMRRKNKLKPPGTPPPSSRKLI.... The miRNA is cel-miR-261 with sequence UAGCUUUUUAGUUUUCACG. Result: 0 (no interaction).